This data is from Full USPTO retrosynthesis dataset with 1.9M reactions from patents (1976-2016). The task is: Predict the reactants needed to synthesize the given product. (1) Given the product [CH3:1][N:2]([C:12]1[N:17]=[C:16]([C:18]2[CH:23]=[CH:22][CH:21]=[CH:20][CH:19]=2)[CH:15]=[CH:14][N:13]=1)[C:3]1[CH:8]=[CH:7][N:6]=[C:5]([NH:32][CH2:24][CH2:25][C:26]2[CH:31]=[CH:30][CH:29]=[CH:28][CH:27]=2)[N:4]=1, predict the reactants needed to synthesize it. The reactants are: [CH3:1][N:2]([C:12]1[N:17]=[C:16]([C:18]2[CH:23]=[CH:22][CH:21]=[CH:20][CH:19]=2)[CH:15]=[CH:14][N:13]=1)[C:3]1[CH:8]=[CH:7][N:6]=[C:5](S(C)=O)[N:4]=1.[CH2:24]([NH2:32])[CH2:25][C:26]1[CH:31]=[CH:30][CH:29]=[CH:28][CH:27]=1. (2) Given the product [F:1][C:2]1[CH:10]=[C:9]2[C:5](/[C:6](=[C:12]3\[O:13][CH2:14][C:15]([C:17]4[CH:21]=[CH:20][NH:19][CH:18]=4)=[CH:16]\3)/[C:7](=[O:11])[NH:8]2)=[CH:4][CH:3]=1, predict the reactants needed to synthesize it. The reactants are: [F:1][C:2]1[CH:10]=[C:9]2[C:5](/[C:6](=[C:12]3\[O:13][CH2:14][C:15]([C:17]4[CH:21]=[CH:20][N:19]([Si](C(C)C)(C(C)C)C(C)C)[CH:18]=4)=[CH:16]\3)/[C:7](=[O:11])[NH:8]2)=[CH:4][CH:3]=1. (3) Given the product [Cl:1][C:2]1[N:7]=[C:6]([C:8]2[S:12][C:11]([CH:13]([CH3:14])[CH3:15])=[N:10][C:9]=2[C:16]2[CH:17]=[C:18]([NH:22][S:23]([C:26]3[CH:27]=[N:36][CH:29]=[CH:30][CH:31]=3)(=[O:25])=[O:24])[CH:19]=[CH:20][CH:21]=2)[CH:5]=[CH:4][N:3]=1, predict the reactants needed to synthesize it. The reactants are: [Cl:1][C:2]1[N:7]=[C:6]([C:8]2[S:12][C:11]([CH:13]([CH3:15])[CH3:14])=[N:10][C:9]=2[C:16]2[CH:17]=[C:18]([NH:22][S:23]([C:26]3[C:31](F)=[CH:30][CH:29]=C[C:27]=3F)(=[O:25])=[O:24])[CH:19]=[CH:20][CH:21]=2)[CH:5]=[CH:4][N:3]=1.ClC1N=C(C2SC(C(C)C)=NC=2C2C=C(C=CC=2)N)C=C[N:36]=1.N1C=CC=C(S(Cl)(=O)=O)C=1.